Predict the reactants needed to synthesize the given product. From a dataset of Full USPTO retrosynthesis dataset with 1.9M reactions from patents (1976-2016). (1) Given the product [Cl:13][C:14]1[C:19]([Cl:20])=[CH:18][CH:17]=[CH:16][C:15]=1[NH:21][C:22](=[O:25])[CH2:23][N:10]1[CH2:9][CH2:8][N:7]([C:2]2[CH:3]=[CH:4][CH:5]=[CH:6][N:1]=2)[CH2:12][CH2:11]1, predict the reactants needed to synthesize it. The reactants are: [N:1]1[CH:6]=[CH:5][CH:4]=[CH:3][C:2]=1[N:7]1[CH2:12][CH2:11][NH:10][CH2:9][CH2:8]1.[Cl:13][C:14]1[C:19]([Cl:20])=[CH:18][CH:17]=[CH:16][C:15]=1[NH:21][C:22](=[O:25])[CH2:23]Cl.C(=O)([O-])[O-].[Na+].[Na+]. (2) Given the product [O:6]1[CH2:11][CH2:10][CH2:9][CH2:8][CH:7]1[N:1]1[CH:5]=[CH:4][CH:3]=[N:2]1, predict the reactants needed to synthesize it. The reactants are: [NH:1]1[CH:5]=[CH:4][CH:3]=[N:2]1.[O:6]1[CH:11]=[CH:10][CH2:9][CH2:8][CH2:7]1. (3) Given the product [Cl:26][C:18]1[N:17]=[N:16][CH:15]=[C:14]([C:12]2[CH:11]=[CH:10][C:9]([F:21])=[C:8]([C:7]3[C:6]([C:22]#[N:23])=[CH:5][CH:4]=[CH:3][C:2]=3[F:1])[CH:13]=2)[CH:19]=1, predict the reactants needed to synthesize it. The reactants are: [F:1][C:2]1[CH:3]=[CH:4][CH:5]=[C:6]([C:22]#[N:23])[C:7]=1[C:8]1[CH:13]=[C:12]([C:14]2[CH:15]=[N:16][NH:17][C:18](=O)[CH:19]=2)[CH:11]=[CH:10][C:9]=1[F:21].P(Cl)(Cl)([Cl:26])=O. (4) Given the product [Br:1][C:2]1[C:3]([N:20]2[CH2:21][CH2:22][N:23]([C:29]([NH:28][CH2:26][CH3:27])=[O:30])[CH2:24][CH2:25]2)=[C:4]2[N:10]=[C:9]([C:11]3[CH:16]=[CH:15][C:14]([N:17]([CH3:19])[CH3:18])=[CH:13][CH:12]=3)[NH:8][C:5]2=[N:6][CH:7]=1, predict the reactants needed to synthesize it. The reactants are: [Br:1][C:2]1[C:3]([N:20]2[CH2:25][CH2:24][NH:23][CH2:22][CH2:21]2)=[C:4]2[N:10]=[C:9]([C:11]3[CH:16]=[CH:15][C:14]([N:17]([CH3:19])[CH3:18])=[CH:13][CH:12]=3)[NH:8][C:5]2=[N:6][CH:7]=1.[CH2:26]([N:28]=[C:29]=[O:30])[CH3:27].